From a dataset of Forward reaction prediction with 1.9M reactions from USPTO patents (1976-2016). Predict the product of the given reaction. (1) The product is: [Cl:19][C:4]1[N:5]=[C:6]([N:8]2[C:9](=[O:18])[C:10]3[C:15](=[CH:14][CH:13]=[CH:12][CH:11]=3)[C:16]2=[O:17])[S:7][C:3]=1[O:2][CH3:1]. Given the reactants [CH3:1][O:2][C:3]1[S:7][C:6]([N:8]2[C:16](=[O:17])[C:15]3[C:10](=[CH:11][CH:12]=[CH:13][CH:14]=3)[C:9]2=[O:18])=[N:5][CH:4]=1.[Cl:19]N1C(=O)CCC1=O, predict the reaction product. (2) Given the reactants Cl[CH2:2][C:3]1[CH:22]=[CH:21][C:6]([O:7][CH2:8][C:9]2[N:10]=[C:11]([C:15]3[CH:20]=[CH:19][CH:18]=[CH:17][CH:16]=3)[O:12][C:13]=2[CH3:14])=[CH:5][CH:4]=1.[CH2:23]([N:30]1[CH:34]=[C:33]([C:35]([O:37][CH2:38][CH3:39])=[O:36])[C:32]([OH:40])=[N:31]1)[C:24]1[CH:29]=[CH:28][CH:27]=[CH:26][CH:25]=1.C(=O)([O-])[O-].[K+].[K+].CN(C)C=O, predict the reaction product. The product is: [CH2:23]([N:30]1[CH:34]=[C:33]([C:35]([O:37][CH2:38][CH3:39])=[O:36])[C:32]([O:40][CH2:2][C:3]2[CH:22]=[CH:21][C:6]([O:7][CH2:8][C:9]3[N:10]=[C:11]([C:15]4[CH:20]=[CH:19][CH:18]=[CH:17][CH:16]=4)[O:12][C:13]=3[CH3:14])=[CH:5][CH:4]=2)=[N:31]1)[C:24]1[CH:25]=[CH:26][CH:27]=[CH:28][CH:29]=1. (3) Given the reactants [NH2:1][C:2]1[CH:10]=[CH:9][C:8]([F:11])=[CH:7][C:3]=1[C:4]([OH:6])=[O:5].Cl[C:13](Cl)([O:15]C(=O)OC(Cl)(Cl)Cl)Cl, predict the reaction product. The product is: [F:11][C:8]1[CH:9]=[CH:10][C:2]2[NH:1][C:13](=[O:15])[O:5][C:4](=[O:6])[C:3]=2[CH:7]=1. (4) Given the reactants [CH3:1][O:2][C:3]1[CH:19]=[CH:18][C:17]2[C:8]3=[CH:9][CH:10]=[C:11]4[C:16]([N:15]=[CH:14][CH:13]=[CH:12]4)=[C:7]3[C:6](=O)[C:5]=2[CH:4]=1.[NH2:21][OH:22].Cl, predict the reaction product. The product is: [CH3:1][O:2][C:3]1[CH:4]=[CH:5][C:6]2[C:7]3[CH:16]=[N:15][C:14]4[C:9]([C:8]=3[C:17](=[N:21][OH:22])[C:18]=2[CH:19]=1)=[CH:10][CH:11]=[CH:12][CH:13]=4.